This data is from Full USPTO retrosynthesis dataset with 1.9M reactions from patents (1976-2016). The task is: Predict the reactants needed to synthesize the given product. (1) Given the product [Br:13][C:14]1[N:15]=[C:16]([C:37](=[O:38])[CH3:36])[C:17]([F:27])=[C:18]([Si:20]([CH2:25][CH3:26])([CH2:23][CH3:24])[CH2:21][CH3:22])[CH:19]=1, predict the reactants needed to synthesize it. The reactants are: C(NC(C)C)(C)C.[Li]CCCC.[Br:13][C:14]1[CH:19]=[C:18]([Si:20]([CH2:25][CH3:26])([CH2:23][CH3:24])[CH2:21][CH3:22])[C:17]([F:27])=[CH:16][N:15]=1.[Li+].CC([N-]C(C)C)C.[CH3:36][C:37](N(C)C)=[O:38].Cl. (2) Given the product [OH:1][C:2]1[CH:11]=[C:10]([C:12]([CH3:16])([CH3:17])[C:13]([OH:15])=[O:14])[CH:9]=[C:8]2[C:3]=1[C@@H:4]1[CH2:23][C@H:22]([OH:24])[CH2:21][CH2:20][C@H:5]1[C:6]([CH3:19])([CH3:18])[O:7]2, predict the reactants needed to synthesize it. The reactants are: [OH:1][C:2]1[CH:11]=[C:10]([C:12]([CH3:17])([CH3:16])[C:13]([OH:15])=[O:14])[CH:9]=[C:8]2[C:3]=1[C@@H:4]1[CH2:23][C:22](=[O:24])[CH2:21][CH2:20][C@H:5]1[C:6]([CH3:19])([CH3:18])[O:7]2.[BH4-].[Na+]. (3) Given the product [N:16]1[CH:21]=[CH:20][CH:19]=[CH:18][C:17]=1[C:2]1[CH:3]=[CH:4][C:5]2[O:14][C:13]3[C:8](=[N:9][CH:10]=[CH:11][CH:12]=3)[C:6]=2[CH:7]=1, predict the reactants needed to synthesize it. The reactants are: Cl[C:2]1[CH:3]=[CH:4][C:5]2[O:14][C:13]3[C:8](=[N:9][CH:10]=[CH:11][CH:12]=3)[C:6]=2[CH:7]=1.[Br-].[N:16]1[CH:21]=[CH:20][CH:19]=[CH:18][C:17]=1[Zn+]. (4) Given the product [OH:31][C@@H:30]([C:32]1[CH:37]=[CH:36][CH:35]=[CH:34][CH:33]=1)[C:29]([N:11]([C:3]1[CH:2]=[N:1][C:10]2[C:5]([CH:4]=1)=[CH:6][CH:7]=[CH:8][CH:9]=2)[CH2:21][CH2:20][C:17]1[CH:18]=[N:19][C:14]([C:13]([F:24])([F:23])[F:12])=[CH:15][CH:16]=1)=[O:28], predict the reactants needed to synthesize it. The reactants are: [N:1]1[C:10]2[C:5](=[CH:6][CH:7]=[CH:8][CH:9]=2)[CH:4]=[C:3]([NH2:11])[CH:2]=1.[F:12][C:13]([F:24])([F:23])[C:14]1[N:19]=[CH:18][C:17]([CH2:20][C:21]#N)=[CH:16][CH:15]=1.C([O:28][C:29](=O)[C@H:30]([C:32]1[CH:37]=[CH:36][CH:35]=[CH:34][CH:33]=1)[OH:31])(=O)C. (5) Given the product [NH2:11][CH:10]([CH2:9][C:8]1[CH:23]=[CH:24][CH:25]=[C:6]([O:5][C:1]([CH3:4])([CH3:3])[CH3:2])[CH:7]=1)[CH:14]([C:15]1[CH:16]=[CH:17][C:18]([F:21])=[CH:19][CH:20]=1)[OH:13], predict the reactants needed to synthesize it. The reactants are: [C:1]([O:5][C:6]1[CH:7]=[C:8]([CH:23]=[CH:24][CH:25]=1)[CH2:9][CH:10]1[CH:14]([C:15]2[CH:20]=[CH:19][C:18]([F:21])=[CH:17][CH:16]=2)[O:13]C(=O)[NH:11]1)([CH3:4])([CH3:3])[CH3:2].[OH-].[Na+].